From a dataset of Catalyst prediction with 721,799 reactions and 888 catalyst types from USPTO. Predict which catalyst facilitates the given reaction. (1) The catalyst class is: 57. Product: [CH3:27][C:25]1[NH:24][N:23]=[C:22]([NH:21][C:13]2[N:12]=[C:11]([S:9][C:3]3[CH:8]=[CH:7][CH:6]=[CH:5][CH:4]=3)[C:20]3[C:15]([CH:14]=2)=[CH:16][CH:17]=[CH:18][CH:19]=3)[CH:26]=1. Reactant: [H-].[Na+].[C:3]1([SH:9])[CH:8]=[CH:7][CH:6]=[CH:5][CH:4]=1.Cl[C:11]1[C:20]2[C:15](=[CH:16][CH:17]=[CH:18][CH:19]=2)[CH:14]=[C:13]([NH:21][C:22]2[CH:26]=[C:25]([CH3:27])[NH:24][N:23]=2)[N:12]=1.C(O)(=O)C. (2) Reactant: [H-].[Al+3].[Li+].[H-].[H-].[H-].[CH2:7]([C@H:14]1[C:19](=O)[NH:18][CH2:17][C:16](=O)[NH:15]1)[C:8]1[CH:13]=[CH:12][CH:11]=[CH:10][CH:9]=1. Product: [CH2:7]([C@H:14]1[CH2:19][NH:18][CH2:17][CH2:16][NH:15]1)[C:8]1[CH:13]=[CH:12][CH:11]=[CH:10][CH:9]=1. The catalyst class is: 7. (3) Product: [CH3:28][S:25]([C:24]1[C:15]([O:9][C:5]2[CH:6]=[CH:7][CH:8]=[C:3]([S:2]([F:10])([F:11])([F:12])([F:13])[F:1])[CH:4]=2)=[CH:16][C:17]([CH3:29])=[C:18]([CH:23]=1)[C:19]([O:21][CH3:22])=[O:20])(=[O:26])=[O:27]. Reactant: [F:1][S:2]([F:13])([F:12])([F:11])([F:10])[C:3]1[CH:4]=[C:5]([OH:9])[CH:6]=[CH:7][CH:8]=1.Br[C:15]1[C:24]([S:25]([CH3:28])(=[O:27])=[O:26])=[CH:23][C:18]([C:19]([O:21][CH3:22])=[O:20])=[C:17]([CH3:29])[CH:16]=1.C([O-])([O-])=O.[Cs+].[Cs+].O. The catalyst class is: 3. (4) Reactant: [CH3:1][O:2][C:3](=[O:37])[C:4]([C:16]1[CH:21]=[CH:20][C:19]([O:22][C:23]2[CH:28]=[CH:27][C:26]([CH:29]=[C:30]3[S:34][C:33](=[O:35])[NH:32][C:31]3=[O:36])=[CH:25][CH:24]=2)=[CH:18][CH:17]=1)=[CH:5][C:6]1[CH:11]=[C:10]([O:12][CH3:13])[CH:9]=[C:8]([O:14][CH3:15])[CH:7]=1.C([O-])=O.[NH4+].O=O. Product: [CH3:1][O:2][C:3](=[O:37])[C:4]([C:16]1[CH:21]=[CH:20][C:19]([O:22][C:23]2[CH:28]=[CH:27][C:26]([CH2:29][CH:30]3[S:34][C:33](=[O:35])[NH:32][C:31]3=[O:36])=[CH:25][CH:24]=2)=[CH:18][CH:17]=1)=[CH:5][C:6]1[CH:11]=[C:10]([O:12][CH3:13])[CH:9]=[C:8]([O:14][CH3:15])[CH:7]=1. The catalyst class is: 285. (5) Reactant: [F:1][C:2]1[C:7]([N+:8]([O-:10])=[O:9])=[CH:6][C:5]([NH:11]S(C2C=CC(C)=CC=2)(=O)=O)=[C:4]([NH:22]S(C2C=CC(C)=CC=2)(=O)=O)[CH:3]=1.OS(O)(=O)=O.N. Product: [F:1][C:2]1[CH:3]=[C:4]([NH2:22])[C:5]([NH2:11])=[CH:6][C:7]=1[N+:8]([O-:10])=[O:9]. The catalyst class is: 6. (6) Reactant: [NH2:1][C@H:2]([C:6]1[N:16]=[CH:15][C:14]([Cl:17])=[CH:13][C:7]=1[C:8](OCC)=[O:9])[CH:3]([CH3:5])[CH3:4]. Product: [Cl:17][C:14]1[CH:13]=[C:7]2[C:8](=[O:9])[NH:1][C@@H:2]([CH:3]([CH3:5])[CH3:4])[C:6]2=[N:16][CH:15]=1. The catalyst class is: 11. (7) Reactant: [OH:1][C:2]1[CH:9]=[C:8]([O:10][C:11]2[CH:20]=[CH:19][C:14]3[B:15]([OH:18])[O:16][CH2:17][C:13]=3[CH:12]=2)[CH:7]=[CH:6][C:3]=1[C:4]#[N:5].I[CH2:22][CH3:23].CN(C)C=O.[H-].[Na+]. Product: [CH2:22]([O:1][C:2]1[CH:9]=[C:8]([O:10][C:11]2[CH:20]=[CH:19][C:14]3[B:15]([OH:18])[O:16][CH2:17][C:13]=3[CH:12]=2)[CH:7]=[CH:6][C:3]=1[C:4]#[N:5])[CH3:23]. The catalyst class is: 6. (8) Reactant: Br[CH2:2][C:3](=O)[C:4]([F:7])([F:6])[F:5].C(C([O:15][CH2:16][C:17]([NH2:19])=[S:18])=O)(C)(C)C.CO.C1CCN2C(=NCCC2)CC1. Product: [F:5][C:4]([F:7])([F:6])[C:3]1[N:19]=[C:17]([CH2:16][OH:15])[S:18][CH:2]=1. The catalyst class is: 8. (9) Reactant: [Cl:1][C:2]1[N:7]=[C:6]([NH:8][C:9]2[CH:14]=[C:13]([N+:15]([O-])=O)[CH:12]=[CH:11][N:10]=2)[C:5]([Cl:18])=[CH:4][N:3]=1.O.[Cl-].[Ca+2].[Cl-].CO. The catalyst class is: 447. Product: [Cl:1][C:2]1[N:7]=[C:6]([NH:8][C:9]2[CH:14]=[C:13]([NH2:15])[CH:12]=[CH:11][N:10]=2)[C:5]([Cl:18])=[CH:4][N:3]=1.